From a dataset of Full USPTO retrosynthesis dataset with 1.9M reactions from patents (1976-2016). Predict the reactants needed to synthesize the given product. (1) Given the product [Br:5][C:6]1[CH:14]=[C:13]2[C:9]([CH2:10][CH2:11][C:12]2=[O:15])=[C:8]([N+:1]([O-:4])=[O:2])[C:7]=1[NH:16][C:17](=[O:19])[CH3:18], predict the reactants needed to synthesize it. The reactants are: [N+:1]([O-:4])(O)=[O:2].[Br:5][C:6]1[CH:14]=[C:13]2[C:9]([CH2:10][CH2:11][C:12]2=[O:15])=[CH:8][C:7]=1[NH:16][C:17](=[O:19])[CH3:18]. (2) Given the product [CH3:21][C:18]1([CH3:20])[C:17]([CH3:22])([CH3:23])[O:16][B:15]([C:12]2[CH:11]=[CH:10][C:9]([O:8][CH2:7][CH2:6][NH:24][C@@H:25]([CH3:35])[C@@H:26]([C:28]3[CH:33]=[CH:32][C:31]([OH:34])=[CH:30][CH:29]=3)[OH:27])=[CH:14][CH:13]=2)[O:19]1, predict the reactants needed to synthesize it. The reactants are: CS(O[CH2:6][CH2:7][O:8][C:9]1[CH:14]=[CH:13][C:12]([B:15]2[O:19][C:18]([CH3:21])([CH3:20])[C:17]([CH3:23])([CH3:22])[O:16]2)=[CH:11][CH:10]=1)(=O)=O.[NH2:24][C@@H:25]([CH3:35])[C@@H:26]([C:28]1[CH:33]=[CH:32][C:31]([OH:34])=[CH:30][CH:29]=1)[OH:27].C(OCC)(=O)C.